Predict which catalyst facilitates the given reaction. From a dataset of Catalyst prediction with 721,799 reactions and 888 catalyst types from USPTO. (1) Reactant: [CH2:1]([CH2:3][NH2:4])[OH:2].C(N(CC)CC)C.[CH3:12][C:13]([O:16][C:17](O[C:17]([O:16][C:13]([CH3:15])([CH3:14])[CH3:12])=[O:18])=[O:18])([CH3:15])[CH3:14]. Product: [C:17]([NH:4][CH2:3][CH2:1][OH:2])([O:16][C:13]([CH3:15])([CH3:14])[CH3:12])=[O:18]. The catalyst class is: 64. (2) Reactant: [C:1]([C:4]1[CH:5]=[CH:6][C:7]([C:20]2[CH2:25][CH2:24][C:23]([CH3:27])([CH3:26])[CH2:22][CH:21]=2)=[C:8]([NH:10][C:11]([C:13]2[NH:14][CH:15]=[C:16]([C:18]#[N:19])[N:17]=2)=[O:12])[CH:9]=1)(=[O:3])[CH3:2].[CH3:28][Mg]Cl.[NH4+].[Cl-]. Product: [CH3:26][C:23]1([CH3:27])[CH2:24][CH2:25][C:20]([C:7]2[CH:6]=[CH:5][C:4]([C:1]([OH:3])([CH3:28])[CH3:2])=[CH:9][C:8]=2[NH:10][C:11]([C:13]2[NH:14][CH:15]=[C:16]([C:18]#[N:19])[N:17]=2)=[O:12])=[CH:21][CH2:22]1. The catalyst class is: 220. (3) Reactant: [Cl:1][C:2]1[CH:3]=[C:4]([CH2:8][CH2:9][NH:10][C:11]([C:13]2[N:14]=[C:15]([CH2:18][N:19]3C(=O)C4C(=CC=CC=4)C3=O)[O:16][CH:17]=2)=[O:12])[CH:5]=[CH:6][CH:7]=1.O.NN. Product: [Cl:1][C:2]1[CH:3]=[C:4]([CH2:8][CH2:9][NH:10][C:11]([C:13]2[N:14]=[C:15]([CH2:18][NH2:19])[O:16][CH:17]=2)=[O:12])[CH:5]=[CH:6][CH:7]=1. The catalyst class is: 8. (4) Reactant: [Cl:1][C:2]1[CH:7]=[CH:6][C:5]([C:8]2[C:13]([C:14]3[CH:19]=[CH:18][C:17]([Cl:20])=[CH:16][CH:15]=3)=[CH:12][N:11]=[N:10][C:9]=2[NH:21][NH2:22])=[CH:4][CH:3]=1.[OH2:23]. Product: [Cl:20][C:17]1[CH:18]=[CH:19][C:14]([C:13]2[CH:12]=[N:11][N:10]3[C:2](=[O:23])[C:3]([CH2:4][CH:5]([CH3:8])[CH3:6])=[N:22][N:21]=[C:9]3[C:8]=2[C:5]2[CH:4]=[CH:3][C:2]([Cl:1])=[CH:7][CH:6]=2)=[CH:15][CH:16]=1. The catalyst class is: 52. (5) Reactant: [CH:1]1([N:4]2[C:9](=[O:10])[C:8]3=[C:11]([NH:18][C:19]4[CH:24]=[CH:23][C:22]([C:25]#[C:26][Si](C)(C)C)=[CH:21][C:20]=4[F:31])[N:12]([CH3:17])[C:13](=[O:16])[C:14]([CH3:15])=[C:7]3[N:6]([C:32]3[CH:33]=[C:34]([NH:38][C:39](=[O:41])[CH3:40])[CH:35]=[CH:36][CH:37]=3)[C:5]2=[O:42])[CH2:3][CH2:2]1.C(=O)([O-])[O-].[K+].[K+].CO.CN(C)C=O.Cl. Product: [CH:1]1([N:4]2[C:9](=[O:10])[C:8]3=[C:11]([NH:18][C:19]4[CH:24]=[CH:23][C:22]([C:25]#[CH:26])=[CH:21][C:20]=4[F:31])[N:12]([CH3:17])[C:13](=[O:16])[C:14]([CH3:15])=[C:7]3[N:6]([C:32]3[CH:33]=[C:34]([NH:38][C:39](=[O:41])[CH3:40])[CH:35]=[CH:36][CH:37]=3)[C:5]2=[O:42])[CH2:2][CH2:3]1. The catalyst class is: 6. (6) Reactant: [CH:1]1[C:10]2[C:5](=[CH:6][CH:7]=[CH:8][CH:9]=2)[CH:4]=[CH:3][C:2]=1[C:11]1[C:12]2[N:13]([CH:25]=[N:26][N:27]=2)[C:14](SC)=[N:15][C:16]=1[C:17]1[CH:22]=[CH:21][N:20]=[CH:19][CH:18]=1.[C:28]1([CH2:34][C@H:35]([NH2:38])[CH2:36][NH2:37])[CH:33]=[CH:32][CH:31]=[CH:30][CH:29]=1.O. Product: [NH2:38][C@@H:35]([CH2:34][C:28]1[CH:33]=[CH:32][CH:31]=[CH:30][CH:29]=1)[CH2:36][NH:37][C:14]1[N:13]2[CH:25]=[N:26][N:27]=[C:12]2[C:11]([C:2]2[CH:3]=[CH:4][C:5]3[C:10](=[CH:9][CH:8]=[CH:7][CH:6]=3)[CH:1]=2)=[C:16]([C:17]2[CH:22]=[CH:21][N:20]=[CH:19][CH:18]=2)[N:15]=1. The catalyst class is: 3. (7) Reactant: [ClH:1].C(OCC)(=O)C.[F:8][C:9]1[CH:39]=[CH:38][C:12]2[N:13]([C@@H:22]3[CH2:26][CH2:25][N:24]([CH2:27][CH2:28][C:29]4[CH:34]=[CH:33][C:32]([N:35]([CH3:37])[CH3:36])=[CH:31][CH:30]=4)[CH2:23]3)[C:14]3[CH:21]=[CH:20][CH:19]=[CH:18][C:15]=3[O:16][CH2:17][C:11]=2[CH:10]=1. Product: [ClH:1].[ClH:1].[F:8][C:9]1[CH:39]=[CH:38][C:12]2[N:13]([C@@H:22]3[CH2:26][CH2:25][N:24]([CH2:27][CH2:28][C:29]4[CH:30]=[CH:31][C:32]([N:35]([CH3:36])[CH3:37])=[CH:33][CH:34]=4)[CH2:23]3)[C:14]3[CH:21]=[CH:20][CH:19]=[CH:18][C:15]=3[O:16][CH2:17][C:11]=2[CH:10]=1. The catalyst class is: 4. (8) Reactant: [NH2:1][C:2]1[CH:7]=[CH:6][C:5]([Br:8])=[CH:4][N:3]=1.[CH3:9][C:10](=O)[CH2:11][CH2:12][C:13](=O)[CH3:14].C1(C)C=CC(S(O)(=O)=O)=CC=1. Product: [Br:8][C:5]1[CH:6]=[CH:7][C:2]([N:1]2[C:13]([CH3:14])=[CH:12][CH:11]=[C:10]2[CH3:9])=[N:3][CH:4]=1. The catalyst class is: 194. (9) Reactant: [Cl:1][C:2]1[CH:7]=[CH:6][C:5]([C:8]2[CH:13]=[CH:12][CH:11]=[CH:10][C:9]=2[C@H:14]([NH:30][S@:31]([C:33]([CH3:36])([CH3:35])[CH3:34])=[O:32])[CH:15]2[CH2:20][CH2:19][N:18]([C:21]3[CH:29]=[CH:28][C:24]([C:25](O)=[O:26])=[CH:23][CH:22]=3)[CH2:17][CH2:16]2)=[CH:4][CH:3]=1.C(Cl)CCl.CCN(C(C)C)C(C)C.[Si:50]([O:67][CH2:68][CH2:69][N:70]([CH2:100][CH3:101])[CH2:71][CH2:72][C@@H:73]([NH:82][C:83]1[CH:88]=[CH:87][C:86]([S:89]([NH2:92])(=[O:91])=[O:90])=[CH:85][C:84]=1[S:93]([C:96]([F:99])([F:98])[F:97])(=[O:95])=[O:94])[CH2:74][S:75][C:76]1[CH:81]=[CH:80][CH:79]=[CH:78][CH:77]=1)([C:63]([CH3:66])([CH3:65])[CH3:64])([C:57]1[CH:62]=[CH:61][CH:60]=[CH:59][CH:58]=1)[C:51]1[CH:56]=[CH:55][CH:54]=[CH:53][CH:52]=1. Product: [Si:50]([O:67][CH2:68][CH2:69][N:70]([CH2:100][CH3:101])[CH2:71][CH2:72][C@@H:73]([NH:82][C:83]1[CH:88]=[CH:87][C:86]([S:89]([NH:92][C:25](=[O:26])[C:24]2[CH:28]=[CH:29][C:21]([N:18]3[CH2:19][CH2:20][CH:15]([C@H:14]([C:9]4[CH:10]=[CH:11][CH:12]=[CH:13][C:8]=4[C:5]4[CH:6]=[CH:7][C:2]([Cl:1])=[CH:3][CH:4]=4)[NH:30][S@:31]([C:33]([CH3:36])([CH3:35])[CH3:34])=[O:32])[CH2:16][CH2:17]3)=[CH:22][CH:23]=2)(=[O:90])=[O:91])=[CH:85][C:84]=1[S:93]([C:96]([F:98])([F:99])[F:97])(=[O:94])=[O:95])[CH2:74][S:75][C:76]1[CH:81]=[CH:80][CH:79]=[CH:78][CH:77]=1)([C:63]([CH3:64])([CH3:66])[CH3:65])([C:51]1[CH:52]=[CH:53][CH:54]=[CH:55][CH:56]=1)[C:57]1[CH:62]=[CH:61][CH:60]=[CH:59][CH:58]=1. The catalyst class is: 79. (10) Reactant: Cl[C:2]1[N:3]=[C:4]([NH:11][C:12]2[NH:16][N:15]=[C:14]([C:17]([NH:19][CH:20]3[CH2:23][CH2:22][CH2:21]3)=[O:18])[CH:13]=2)[C:5]2[O:10][CH:9]=[CH:8][C:6]=2[N:7]=1.Cl.[NH:25]1[CH2:29]CC[CH:26]1C1C=CC=CN=1.CCN(C(C)C)C(C)C. Product: [CH:20]1([NH:19][C:17]([C:14]2[CH:13]=[C:12]([NH:11][C:4]3[C:5]4[O:10][CH:9]=[CH:8][C:6]=4[N:7]=[C:2]([N:25]([CH3:29])[CH3:26])[N:3]=3)[NH:16][N:15]=2)=[O:18])[CH2:23][CH2:22][CH2:21]1. The catalyst class is: 3.